Task: Predict the reactants needed to synthesize the given product.. Dataset: Full USPTO retrosynthesis dataset with 1.9M reactions from patents (1976-2016) The reactants are: [NH2:1][CH2:2][C:3]1[N:4]=[CH:5][C:6]([CH2:9][N:10]2[C:15]([CH3:16])=[CH:14][C:13]([O:17][CH2:18][C:19]3[CH:24]=[CH:23][C:22]([F:25])=[CH:21][C:20]=3[F:26])=[C:12]([Br:27])[C:11]2=[O:28])=[N:7][CH:8]=1.CN1CCOCC1.[CH3:36][S:37](Cl)(=[O:39])=[O:38].CN=C=O. Given the product [Br:27][C:12]1[C:11](=[O:28])[N:10]([CH2:9][C:6]2[N:7]=[CH:8][C:3]([CH2:2][NH:1][S:37]([CH3:36])(=[O:39])=[O:38])=[N:4][CH:5]=2)[C:15]([CH3:16])=[CH:14][C:13]=1[O:17][CH2:18][C:19]1[CH:24]=[CH:23][C:22]([F:25])=[CH:21][C:20]=1[F:26], predict the reactants needed to synthesize it.